This data is from NCI-60 drug combinations with 297,098 pairs across 59 cell lines. The task is: Regression. Given two drug SMILES strings and cell line genomic features, predict the synergy score measuring deviation from expected non-interaction effect. Drug 1: CCC(=C(C1=CC=CC=C1)C2=CC=C(C=C2)OCCN(C)C)C3=CC=CC=C3.C(C(=O)O)C(CC(=O)O)(C(=O)O)O. Drug 2: C1=NC2=C(N=C(N=C2N1C3C(C(C(O3)CO)O)F)Cl)N. Cell line: SF-539. Synergy scores: CSS=0.261, Synergy_ZIP=0.294, Synergy_Bliss=1.76, Synergy_Loewe=-2.59, Synergy_HSA=-1.86.